This data is from Forward reaction prediction with 1.9M reactions from USPTO patents (1976-2016). The task is: Predict the product of the given reaction. Given the reactants Cl[C:2]1[N:7]=[C:6]([C:8]2[S:12][C:11]([CH:13]3[CH2:16][CH2:15][CH2:14]3)=[N:10][C:9]=2[C:17]2[C:18]([F:35])=[C:19]([NH:23][S:24]([C:27]3[CH:32]=[C:31]([F:33])[CH:30]=[CH:29][C:28]=3[F:34])(=[O:26])=[O:25])[CH:20]=[CH:21][CH:22]=2)[CH:5]=[CH:4][N:3]=1.[CH3:36][S:37]([N:40]1[CH2:45][CH2:44][CH:43]([NH2:46])[CH2:42][CH2:41]1)(=[O:39])=[O:38], predict the reaction product. The product is: [CH:13]1([C:11]2[S:12][C:8]([C:6]3[CH:5]=[CH:4][N:3]=[C:2]([NH:46][CH:43]4[CH2:44][CH2:45][N:40]([S:37]([CH3:36])(=[O:39])=[O:38])[CH2:41][CH2:42]4)[N:7]=3)=[C:9]([C:17]3[C:18]([F:35])=[C:19]([NH:23][S:24]([C:27]4[CH:32]=[C:31]([F:33])[CH:30]=[CH:29][C:28]=4[F:34])(=[O:26])=[O:25])[CH:20]=[CH:21][CH:22]=3)[N:10]=2)[CH2:16][CH2:15][CH2:14]1.